From a dataset of Drug-target binding data from BindingDB patent sources. Regression. Given a target protein amino acid sequence and a drug SMILES string, predict the binding affinity score between them. We predict pAffinity (pAffinity = -log10(affinity in M)). Dataset: bindingdb_patent. (1) The compound is CC(C)(C)c1ccc(cc1)C(=O)NC1=C(C2CCCCCC2S1)C(O)=O. The target protein (Q14957) has sequence MGGALGPALLLTSLFGAWAGLGPGQGEQGMTVAVVFSSSGPPQAQFRARLTPQSFLDLPLEIQPLTVGVNTTNPSSLLTQICGLLGAAHVHGIVFEDNVDTEAVAQILDFISSQTHVPILSISGGSAVVLTPKEPGSAFLQLGVSLEQQLQVLFKVLEEYDWSAFAVITSLHPGHALFLEGVRAVADASHVSWRLLDVVTLELGPGGPRARTQRLLRQLDAPVFVAYCSREEAEVLFAEAAQAGLVGPGHVWLVPNLALGSTDAPPATFPVGLISVVTESWRLSLRQKVRDGVAILALGAHSYWRQHGTLPAPAGDCRVHPGPVSPAREAFYRHLLNVTWEGRDFSFSPGGYLVQPTMVVIALNRHRLWEMVGRWEHGVLYMKYPVWPRYSASLQPVVDSRHLTVATLEERPFVIVESPDPGTGGCVPNTVPCRRQSNHTFSSGDVAPYTKLCCKGFCIDILKKLARVVKFSYDLYLVTNGKHGKRVRGVWNGMIGEVYY.... The pAffinity is 4.7. (2) The small molecule is Fc1cccc(C(=O)N[C@H]2CCC[C@@H]2Nc2ccc(cn2)C(F)(F)F)c1-n1nccn1. The target protein (O43614) has sequence MSGTKLEDSPPCRNWSSASELNETQEPFLNPTDYDDEEFLRYLWREYLHPKEYEWVLIAGYIIVFVVALIGNVLVCVAVWKNHHMRTVTNYFIVNLSLADVLVTITCLPATLVVDITETWFFGQSLCKVIPYLQTVSVSVSVLTLSCIALDRWYAICHPLMFKSTAKRARNSIVIIWIVSCIIMIPQAIVMECSTVFPGLANKTTLFTVCDERWGGEIYPKMYHICFFLVTYMAPLCLMVLAYLQIFRKLWCRQIPGTSSVVQRKWKPLQPVSQPRGPGQPTKSRMSAVAAEIKQIRARRKTARMLMIVLLVFAICYLPISILNVLKRVFGMFAHTEDRETVYAWFTFSHWLVYANSAANPIIYNFLSGKFREEFKAAFSCCCLGVHHRQEDRLTRGRTSTESRKSLTTQISNFDNISKLSEQVVLTSISTLPAANGAGPLQNW. The pAffinity is 5.0.